From a dataset of Full USPTO retrosynthesis dataset with 1.9M reactions from patents (1976-2016). Predict the reactants needed to synthesize the given product. (1) Given the product [CH:10]([C:11]1[CH:12]=[CH:13][C:14]([NH:17][C:18](=[O:20])[CH3:19])=[N:15][CH:16]=1)=[O:9], predict the reactants needed to synthesize it. The reactants are: C[N+]1([O-])CCOCC1.[OH:9][CH2:10][C:11]1[CH:12]=[CH:13][C:14]([NH:17][C:18](=[O:20])[CH3:19])=[N:15][CH:16]=1. (2) Given the product [OH:11][CH2:10][C:9]1[CH:8]=[CH:7][C:6]([NH:5][S:2]([CH3:1])(=[O:4])=[O:3])=[CH:16][CH:15]=1, predict the reactants needed to synthesize it. The reactants are: [CH3:1][S:2]([NH:5][C:6]1[CH:16]=[CH:15][C:9]([C:10](OCC)=[O:11])=[CH:8][CH:7]=1)(=[O:4])=[O:3].[H-].[H-].[H-].[H-].[Li+].[Al+3].CCOC(C)=O.OS([O-])(=O)=O.[Na+]. (3) The reactants are: [O:1]=[C:2]1[CH2:7][N:6]2[C:8](=[O:11])[CH2:9][CH2:10][CH:5]2[CH2:4][N:3]1[C:12]1[CH:13]=[N:14][N:15]2[CH2:20][C@H:19]([CH3:21])[N:18]([C:22]([O:24]C(C)(C)C)=O)[CH2:17][C:16]=12.CCN(CC)CC.[Cl:36][C:37]1[CH:42]=[C:41]([N:43]=C=O)[CH:40]=[CH:39][C:38]=1[F:46]. Given the product [Cl:36][C:37]1[CH:42]=[C:41]([NH:43][C:22]([N:18]2[C@@H:19]([CH3:21])[CH2:20][N:15]3[N:14]=[CH:13][C:12]([N:3]4[C:2](=[O:1])[CH2:7][N:6]5[C:8](=[O:11])[CH2:9][CH2:10][CH:5]5[CH2:4]4)=[C:16]3[CH2:17]2)=[O:24])[CH:40]=[CH:39][C:38]=1[F:46], predict the reactants needed to synthesize it. (4) Given the product [Br:1][C:2]1[CH:10]=[C:9]2[C:5](/[C:6](=[CH:28]/[C:24]3[NH:25][C:26]([CH3:27])=[C:22]([S:19]([C:16]4[CH:15]=[CH:14][C:13]([Cl:12])=[CH:18][CH:17]=4)(=[O:20])=[O:21])[C:23]=3[CH2:30][CH2:31][C:32]([OH:34])=[O:33])/[C:7](=[O:11])[NH:8]2)=[CH:4][CH:3]=1, predict the reactants needed to synthesize it. The reactants are: [Br:1][C:2]1[CH:10]=[C:9]2[C:5]([CH2:6][C:7](=[O:11])[NH:8]2)=[CH:4][CH:3]=1.[Cl:12][C:13]1[CH:18]=[CH:17][C:16]([S:19]([C:22]2[C:23]([CH2:30][CH2:31][C:32]([OH:34])=[O:33])=[C:24]([CH:28]=O)[NH:25][C:26]=2[CH3:27])(=[O:21])=[O:20])=[CH:15][CH:14]=1.N1CCCCC1. (5) Given the product [CH3:1][O:2][C:3](=[O:21])[C:4]1[CH:9]=[C:8]([C:10](=[O:15])[CH2:11][CH2:12][O:13][CH3:14])[C:7]([C:16]([F:17])([F:19])[F:18])=[CH:6][C:5]=1[N:20]=[C:22]=[O:23], predict the reactants needed to synthesize it. The reactants are: [CH3:1][O:2][C:3](=[O:21])[C:4]1[CH:9]=[C:8]([C:10](=[O:15])[CH2:11][CH2:12][O:13][CH3:14])[C:7]([C:16]([F:19])([F:18])[F:17])=[CH:6][C:5]=1[NH2:20].[C:22](Cl)(Cl)=[O:23].